Dataset: Catalyst prediction with 721,799 reactions and 888 catalyst types from USPTO. Task: Predict which catalyst facilitates the given reaction. Reactant: [Cl:1][C:2]1[N:3]=[C:4](Cl)[C:5]2[CH2:10][CH2:9][CH:8]([C:11]3[CH:16]=[CH:15][C:14]([F:17])=[CH:13][CH:12]=3)[C:6]=2[N:7]=1.[CH3:19][C@H:20]1[O:25][C@@H:24]([CH3:26])[CH2:23][NH:22][CH2:21]1. Product: [Cl:1][C:2]1[N:3]=[C:4]([N:22]2[CH2:21][C@@H:20]([CH3:19])[O:25][C@@H:24]([CH3:26])[CH2:23]2)[C:5]2[CH2:10][CH2:9][CH:8]([C:11]3[CH:16]=[CH:15][C:14]([F:17])=[CH:13][CH:12]=3)[C:6]=2[N:7]=1. The catalyst class is: 5.